From a dataset of Catalyst prediction with 721,799 reactions and 888 catalyst types from USPTO. Predict which catalyst facilitates the given reaction. (1) Reactant: [Cl:1][C:2]1[CH:3]=[CH:4][C:5]([O:41][CH3:42])=[C:6]([CH:40]=1)[CH2:7][C@H:8]1[C:14](=[O:15])[N:13]([C:16](OC2C=CC=CC=2Cl)=[O:17])[CH2:12][C:11](=[O:26])[N:10]([CH2:27][C:28]2[C:33]([O:34][CH3:35])=[CH:32][C:31]([O:36][CH3:37])=[CH:30][C:29]=2[O:38][CH3:39])[CH2:9]1.CN(C)C=O.Cl.[C:49]([O:53][C:54]1[CH:58]=[C:57]([CH:59]([NH2:62])[CH2:60][CH3:61])[O:56][N:55]=1)([CH3:52])([CH3:51])[CH3:50].C(N(CC)C(C)C)(C)C. Product: [Cl:1][C:2]1[CH:3]=[CH:4][C:5]([O:41][CH3:42])=[C:6]([CH:40]=1)[CH2:7][C@H:8]1[C:14](=[O:15])[N:13]([C:16]([NH:62][C@@H:59]([C:57]2[O:56][N:55]=[C:54]([O:53][C:49]([CH3:50])([CH3:52])[CH3:51])[CH:58]=2)[CH2:60][CH3:61])=[O:17])[CH2:12][C:11](=[O:26])[N:10]([CH2:27][C:28]2[C:29]([O:38][CH3:39])=[CH:30][C:31]([O:36][CH3:37])=[CH:32][C:33]=2[O:34][CH3:35])[CH2:9]1. The catalyst class is: 777. (2) Reactant: [CH3:1][O:2][C:3]1[CH:4]=[C:5]([CH2:11][CH2:12][OH:13])[CH:6]=[CH:7][C:8]=1[O:9][CH3:10].CC(OI1(OC(C)=O)(OC(C)=O)OC(=O)C2C=CC=CC1=2)=O.C(=O)([O-])O.[Na+].S(S([O-])=O)([O-])=O.[Na+].[Na+]. Product: [CH3:1][O:2][C:3]1[CH:4]=[C:5]([CH2:11][CH:12]=[O:13])[CH:6]=[CH:7][C:8]=1[O:9][CH3:10]. The catalyst class is: 4.